Predict the reaction yield, written as a fraction of the theoretical maximum amount of product (1.0 means a 100% yield; for example, 0.34 means a 34% yield). From a dataset of Reaction yield outcomes from USPTO patents with 853,638 reactions. (1) The reactants are [S:1](Cl)([CH3:4])(=[O:3])=[O:2].[I:6][C:7]1[C:14]([I:15])=[CH:13][C:12]([I:16])=[CH:11][C:8]=1[CH2:9][OH:10].C(N(C(C)C)CC)(C)C.O. The catalyst is ClCCl. The product is [S:1]([O:10][CH2:9][C:8]1[CH:11]=[C:12]([I:16])[CH:13]=[C:14]([I:15])[C:7]=1[I:6])(=[O:3])(=[O:2])[CH3:4]. The yield is 0.840. (2) The reactants are [CH3:1][O:2][C:3]1[CH:4]=[C:5]([CH:20]=[CH:21][C:22]=1[O:23][CH3:24])[CH2:6][C:7]1[N:8]([C:13]2[CH:18]=[CH:17][C:16]([F:19])=[CH:15][CH:14]=2)[C:9]([SH:12])=[N:10][N:11]=1.CCN(CC)CC.[F:32][C:33]1[CH:40]=[CH:39][CH:38]=[C:37]([F:41])[C:34]=1[CH2:35]Br. The catalyst is C(Cl)Cl. The product is [F:32][C:33]1[CH:40]=[CH:39][CH:38]=[C:37]([F:41])[C:34]=1[CH2:35][S:12][C:9]1[N:8]([C:13]2[CH:18]=[CH:17][C:16]([F:19])=[CH:15][CH:14]=2)[C:7]([CH2:6][C:5]2[CH:20]=[CH:21][C:22]([O:23][CH3:24])=[C:3]([O:2][CH3:1])[CH:4]=2)=[N:11][N:10]=1. The yield is 0.660. (3) The catalyst is C1COCC1. The yield is 0.660. The reactants are Cl.[NH2:2][CH2:3][C:4]1[CH:13]=[CH:12][CH:11]=[C:10]2[C:5]=1[C:6](=[O:23])[N:7]([CH:15]1[CH2:20][CH2:19][C:18](=[O:21])[NH:17][C:16]1=[O:22])[C:8]([CH3:14])=[N:9]2.C(N(CC)CC)C.[Cl:31][C:32]1[CH:37]=[CH:36][C:35]([N:38]=[C:39]=[O:40])=[CH:34][CH:33]=1. The product is [Cl:31][C:32]1[CH:37]=[CH:36][C:35]([NH:38][C:39]([NH:2][CH2:3][C:4]2[CH:13]=[CH:12][CH:11]=[C:10]3[C:5]=2[C:6](=[O:23])[N:7]([CH:15]2[CH2:20][CH2:19][C:18](=[O:21])[NH:17][C:16]2=[O:22])[C:8]([CH3:14])=[N:9]3)=[O:40])=[CH:34][CH:33]=1. (4) The reactants are [C:1]([O:4][CH2:5][CH2:6][CH2:7][N:8]1[C:13](=[O:14])[C:12]2[NH:15][C:16]([C:18]3[CH:23]=[CH:22][CH:21]=[C:20]([O:24][C:25]([F:28])([F:27])[F:26])[CH:19]=3)=[CH:17][C:11]=2[N:10]([CH3:29])[C:9]1=[O:30])(=[O:3])[CH3:2].[Br:31]Br. The catalyst is CC(O)=O.CC(=O)OCC.O. The product is [C:1]([O:4][CH2:5][CH2:6][CH2:7][N:8]1[C:13](=[O:14])[C:12]2[NH:15][C:16]([C:18]3[CH:23]=[CH:22][CH:21]=[C:20]([O:24][C:25]([F:26])([F:27])[F:28])[CH:19]=3)=[C:17]([Br:31])[C:11]=2[N:10]([CH3:29])[C:9]1=[O:30])(=[O:3])[CH3:2]. The yield is 0.744. (5) The reactants are [CH2:1]([C:3]1[NH:7][C:6]([CH:8]=[O:9])=[N:5][C:4]=1[C:10]([F:13])([F:12])[F:11])[CH3:2].Cl([O-])=[O:15].[Na+].P([O-])(O)(O)=O.[Na+].CC(=CC)C. No catalyst specified. The product is [CH2:1]([C:3]1[NH:7][C:6]([C:8]([OH:15])=[O:9])=[N:5][C:4]=1[C:10]([F:12])([F:13])[F:11])[CH3:2]. The yield is 0.990. (6) The reactants are [CH3:1][CH:2]([CH3:22])[CH2:3][C:4]1[CH:5]=[C:6]([CH:11]=[CH:12][C:13]=1OS(C(F)(F)F)(=O)=O)[C:7]([O:9][CH3:10])=[O:8].CN(C=O)C.[F:28][C:29]1[CH:34]=[CH:33][C:32]([O:35][CH3:36])=[CH:31][C:30]=1B(O)O.C(=O)([O-])[O-].[K+].[K+]. The catalyst is [Cl-].[Na+].O.C1C=CC([P]([Pd]([P](C2C=CC=CC=2)(C2C=CC=CC=2)C2C=CC=CC=2)([P](C2C=CC=CC=2)(C2C=CC=CC=2)C2C=CC=CC=2)[P](C2C=CC=CC=2)(C2C=CC=CC=2)C2C=CC=CC=2)(C2C=CC=CC=2)C2C=CC=CC=2)=CC=1. The product is [F:28][C:29]1[CH:34]=[CH:33][C:32]([O:35][CH3:36])=[CH:31][C:30]=1[C:13]1[CH:12]=[CH:11][C:6]([C:7]([O:9][CH3:10])=[O:8])=[CH:5][C:4]=1[CH2:3][CH:2]([CH3:1])[CH3:22]. The yield is 0.790.